From a dataset of Forward reaction prediction with 1.9M reactions from USPTO patents (1976-2016). Predict the product of the given reaction. (1) Given the reactants [NH2:1][C:2]1[CH:3]=[C:4]([CH:7]=[CH:8][N:9]=1)[C:5]#[N:6].[Al](C)(C)C.[Br:14][C:15]1[CH:24]=[CH:23][C:18]([C:19](OC)=[O:20])=[CH:17][C:16]=1[O:25][CH3:26], predict the reaction product. The product is: [Br:14][C:15]1[CH:24]=[CH:23][C:18]([C:19]([NH:1][C:2]2[CH:3]=[C:4]([C:5]#[N:6])[CH:7]=[CH:8][N:9]=2)=[O:20])=[CH:17][C:16]=1[O:25][CH3:26]. (2) Given the reactants [N+:1]([C:4]1[CH:5]=[C:6]([CH:9]=[C:10]([O:16][CH2:17][CH2:18][CH3:19])[C:11]=1[O:12]CCC)[CH:7]=[O:8])([O-:3])=[O:2].[Al+3].[Cl-].[Cl-].[Cl-], predict the reaction product. The product is: [OH:12][C:11]1[C:10]([O:16][CH2:17][CH2:18][CH3:19])=[CH:9][C:6]([CH:7]=[O:8])=[CH:5][C:4]=1[N+:1]([O-:3])=[O:2]. (3) Given the reactants CN([CH:4]=[O:5])C.P(Cl)(Cl)(Cl)=O.[NH:11]1[CH:15]=[CH:14][CH:13]=[C:12]1[C:16]([O:18][CH2:19][CH3:20])=[O:17].C(=O)(O)[O-].[Na+], predict the reaction product. The product is: [CH2:19]([O:18][C:16]([C:12]1[NH:11][C:15]([CH:4]=[O:5])=[CH:14][CH:13]=1)=[O:17])[CH3:20]. (4) Given the reactants [Cl:1][C:2]1[CH:7]=[CH:6][CH:5]=[C:4]([Cl:8])[C:3]=1[CH2:9][S:10]([C:13]1[CH:14]=[C:15]2[C:19](=[CH:20][CH:21]=1)[NH:18][C:17](=[O:22])[CH2:16]2)(=[O:12])=[O:11].[CH:23]1([N:26]2[CH2:31][CH2:30][N:29]([CH2:32][C:33]3[C:34]([CH3:41])=[C:35]([CH:39]=O)[NH:36][C:37]=3[CH3:38])[CH2:28][CH2:27]2)[CH2:25][CH2:24]1, predict the reaction product. The product is: [CH:23]1([N:26]2[CH2:27][CH2:28][N:29]([CH2:32][C:33]3[C:34]([CH3:41])=[C:35](/[CH:39]=[C:16]4\[C:17](=[O:22])[NH:18][C:19]5[C:15]\4=[CH:14][C:13]([S:10]([CH2:9][C:3]4[C:2]([Cl:1])=[CH:7][CH:6]=[CH:5][C:4]=4[Cl:8])(=[O:12])=[O:11])=[CH:21][CH:20]=5)[NH:36][C:37]=3[CH3:38])[CH2:30][CH2:31]2)[CH2:24][CH2:25]1. (5) The product is: [CH3:27][O:26][C:15]1[CH:14]=[C:13]([C:10]2[CH:11]=[CH:12][C:7]([C:37]#[N:38])=[CH:8][CH:9]=2)[N:17]([C:18]2[CH:23]=[CH:22][C:21]([O:24][CH3:25])=[CH:20][CH:19]=2)[N:16]=1. Given the reactants FC(F)(F)S(O[C:7]1[CH:12]=[CH:11][C:10]([C:13]2[N:17]([C:18]3[CH:23]=[CH:22][C:21]([O:24][CH3:25])=[CH:20][CH:19]=3)[N:16]=[C:15]([O:26][CH3:27])[CH:14]=2)=[CH:9][CH:8]=1)(=O)=O.CCOC(C)=O.O.[CH3:37][N:38](C=O)C, predict the reaction product. (6) The product is: [C:40]([O:44][C:45]([N:47]1[CH2:52][CH2:51][CH:50]([CH2:53][NH:54][C:23](=[O:25])[CH:22]([NH:21][C:19](=[O:20])[C:18]2[CH:33]=[CH:34][C:15]([S:12](=[O:13])(=[O:14])[NH:11][C:6]3[CH:7]=[CH:8][CH:9]=[CH:10][C:5]=3[O:4][C:3]3[CH:35]=[CH:36][C:37]([Cl:39])=[CH:38][C:2]=3[Cl:1])=[CH:16][CH:17]=2)[CH2:26][C:27]2[CH:28]=[CH:29][CH:30]=[CH:31][CH:32]=2)[CH2:49][CH2:48]1)=[O:46])([CH3:43])([CH3:42])[CH3:41]. Given the reactants [Cl:1][C:2]1[CH:38]=[C:37]([Cl:39])[CH:36]=[CH:35][C:3]=1[O:4][C:5]1[CH:10]=[CH:9][CH:8]=[CH:7][C:6]=1[NH:11][S:12]([C:15]1[CH:34]=[CH:33][C:18]([C:19]([NH:21][CH:22]([CH2:26][C:27]2[CH:32]=[CH:31][CH:30]=[CH:29][CH:28]=2)[C:23]([OH:25])=O)=[O:20])=[CH:17][CH:16]=1)(=[O:14])=[O:13].[C:40]([O:44][C:45]([N:47]1[CH2:52][CH2:51][CH:50]([CH2:53][NH2:54])[CH2:49][CH2:48]1)=[O:46])([CH3:43])([CH3:42])[CH3:41], predict the reaction product. (7) Given the reactants [NH:1]1[CH2:4][CH2:3][CH2:2]1.[CH2:5]([Si:7]([CH2:22][CH3:23])([CH2:20][CH3:21])[C:8]#[C:9][CH2:10][O:11][CH2:12][CH:13]1[CH2:18][CH2:17][C:16](=O)[CH2:15][CH2:14]1)[CH3:6].Cl.[C-:25]#[N:26].[K+], predict the reaction product. The product is: [N:1]1([C:16]2([C:25]#[N:26])[CH2:17][CH2:18][CH:13]([CH2:12][O:11][CH2:10][C:9]#[C:8][Si:7]([CH2:22][CH3:23])([CH2:20][CH3:21])[CH2:5][CH3:6])[CH2:14][CH2:15]2)[CH2:4][CH2:3][CH2:2]1. (8) Given the reactants [Cl-].[C:2]([NH:5][C:6]1[S:7][CH:8]=[C:9]([CH2:11][P+](C2C=CC=CC=2)(C2C=CC=CC=2)C2C=CC=CC=2)[N:10]=1)(=[O:4])[CH3:3].[CH:31]([C:33]1[CH:38]=[CH:37][C:36](/[CH:39]=[CH:40]/[C:41]([O:43][CH3:44])=[O:42])=[CH:35][CH:34]=1)=O, predict the reaction product. The product is: [C:2]([NH:5][C:6]1[S:7][CH:8]=[C:9](/[CH:11]=[CH:31]/[C:33]2[CH:34]=[CH:35][C:36](/[CH:39]=[CH:40]/[C:41]([O:43][CH3:44])=[O:42])=[CH:37][CH:38]=2)[N:10]=1)(=[O:4])[CH3:3]. (9) The product is: [CH3:40][N:26]([CH3:25])[CH2:27][C@H:28]([CH3:39])[C@:29]([C:31]1[CH:36]=[CH:35][CH:34]=[C:33]([O:37][CH3:38])[CH:32]=1)([OH:30])[CH2:3][CH3:4]. Given the reactants [Mg].B(O)(O)[C@H:3]1N(C([C@@H](N)C(C)C)=O)CC[CH2:4]1.CS(O)(=O)=O.C(Br)C.[CH3:25][N:26]([CH3:40])[CH2:27][C@H:28]([CH3:39])[C:29]([C:31]1[CH:36]=[CH:35][CH:34]=[C:33]([O:37][CH3:38])[CH:32]=1)=[O:30].S([O-])(O)(=O)=O.[NH4+], predict the reaction product. (10) Given the reactants Br[C:2]1[C:10]2[C:5](=[C:6]([O:18][C:19]3[CH:24]=[CH:23][C:22]([S:25]([CH3:28])(=[O:27])=[O:26])=[CH:21][CH:20]=3)[CH:7]=[C:8]([C:11]3[C:16]([Cl:17])=[CH:15][CH:14]=[CH:13][N:12]=3)[CH:9]=2)[N:4]([CH3:29])[N:3]=1.CC1(C)[O:35][CH:34]([CH2:36][N:37]2[CH:41]=[CH:40][C:39]([NH2:42])=[N:38]2)[CH2:33][O:32]1, predict the reaction product. The product is: [Cl:17][C:16]1[C:11]([C:8]2[CH:9]=[C:10]3[C:5](=[C:6]([O:18][C:19]4[CH:24]=[CH:23][C:22]([S:25]([CH3:28])(=[O:27])=[O:26])=[CH:21][CH:20]=4)[CH:7]=2)[N:4]([CH3:29])[N:3]=[C:2]3[NH:42][C:39]2[CH:40]=[CH:41][N:37]([CH2:36][CH:34]([OH:35])[CH2:33][OH:32])[N:38]=2)=[N:12][CH:13]=[CH:14][CH:15]=1.